Dataset: Reaction yield outcomes from USPTO patents with 853,638 reactions. Task: Predict the reaction yield, written as a fraction of the theoretical maximum amount of product (1.0 means a 100% yield; for example, 0.34 means a 34% yield). (1) The product is [F:37][C:38]([F:43])([F:42])[C:39]([OH:41])=[O:40].[Cl:19][C:15]1[C:14]([F:20])=[C:13]([CH:12]2[C:11]([C:23]3[CH:28]=[CH:27][C:26]([Cl:29])=[CH:25][C:24]=3[F:30])([C:21]#[N:22])[CH:10]([CH2:31][C:32]([CH3:35])([CH3:36])[CH:33]=[CH2:34])[NH:9][CH:8]2[C:6]([OH:7])=[O:5])[CH:18]=[CH:17][CH:16]=1. The yield is 0.910. The reactants are C([O:5][C:6]([CH:8]1[CH:12]([C:13]2[CH:18]=[CH:17][CH:16]=[C:15]([Cl:19])[C:14]=2[F:20])[C:11]([C:23]2[CH:28]=[CH:27][C:26]([Cl:29])=[CH:25][C:24]=2[F:30])([C:21]#[N:22])[CH:10]([CH2:31][C:32]([CH3:36])([CH3:35])[CH:33]=[CH2:34])[NH:9]1)=[O:7])(C)(C)C.[F:37][C:38]([F:43])([F:42])[C:39]([OH:41])=[O:40]. The catalyst is ClCCl. (2) The reactants are [C:1]([O:5][C:6]([N:8]1[CH2:12][CH2:11][CH2:10][C:9]1([CH2:15][CH2:16][CH2:17][CH3:18])[CH:13]=[O:14])=[O:7])([CH3:4])([CH3:3])[CH3:2].[Cl:19][C:20]1[CH:21]=[C:22]([Mg]Br)[CH:23]=[CH:24][C:25]=1[Cl:26]. The catalyst is C1COCC1. The product is [C:1]([O:5][C:6]([N:8]1[CH2:12][CH2:11][CH2:10][C:9]1([CH2:15][CH2:16][CH2:17][CH3:18])[CH:13]([C:23]1[CH:22]=[CH:21][C:20]([Cl:19])=[C:25]([Cl:26])[CH:24]=1)[OH:14])=[O:7])([CH3:4])([CH3:3])[CH3:2]. The yield is 0.460. (3) The reactants are [Cr](Cl)([O-])(=O)=O.[NH+]1C=CC=CC=1.[F:12][C:13]1[CH:18]=[CH:17][C:16]([CH2:19][CH2:20][OH:21])=[CH:15][CH:14]=1. The catalyst is C(Cl)Cl.CCOCC. The product is [F:12][C:13]1[CH:18]=[CH:17][C:16]([CH2:19][CH:20]=[O:21])=[CH:15][CH:14]=1. The yield is 0.860. (4) The reactants are [N+:1]([C:4]1[CH:12]=[CH:11][CH:10]=[C:9]2[C:5]=1[CH:6]=[N:7][N:8]2[CH2:13][CH:14]1[CH2:19][CH2:18][CH2:17][N:16](C(OC(C)(C)C)=O)[CH2:15]1)([O-:3])=[O:2].FC(F)(F)C(O)=O. The catalyst is C(Cl)Cl. The product is [N+:1]([C:4]1[CH:12]=[CH:11][CH:10]=[C:9]2[C:5]=1[CH:6]=[N:7][N:8]2[CH2:13][CH:14]1[CH2:19][CH2:18][CH2:17][NH:16][CH2:15]1)([O-:3])=[O:2]. The yield is 0.920. (5) The reactants are O[C:2]1[C:11]2[C:6](=[CH:7][CH:8]=[C:9]([O:12][CH3:13])[CH:10]=2)[N:5]=[CH:4][C:3]=1[C:14]([O:16][CH2:17][CH3:18])=[O:15].O=P(Cl)(Cl)[Cl:21]. No catalyst specified. The product is [Cl:21][C:2]1[C:11]2[C:6](=[CH:7][CH:8]=[C:9]([O:12][CH3:13])[CH:10]=2)[N:5]=[CH:4][C:3]=1[C:14]([O:16][CH2:17][CH3:18])=[O:15]. The yield is 0.970. (6) The reactants are [N:1]1([CH:5]([C:19]2[CH:23]=[CH:22][S:21][CH:20]=2)[C:6]([NH:8][C:9]2[CH:10]=[C:11]3[C:15](=[CH:16][CH:17]=2)[NH:14][N:13]=[C:12]3I)=[O:7])[CH2:4][CH2:3][CH2:2]1.[CH3:24][N:25]1[CH2:30][CH2:29][CH:28]([O:31][C:32]2[CH:37]=[CH:36][C:35](B3OC(C)(C)C(C)(C)O3)=[CH:34][CH:33]=2)[CH2:27][CH2:26]1.C([O-])([O-])=O.[Na+].[Na+]. The catalyst is CCO.C1C=CC([P]([Pd]([P](C2C=CC=CC=2)(C2C=CC=CC=2)C2C=CC=CC=2)([P](C2C=CC=CC=2)(C2C=CC=CC=2)C2C=CC=CC=2)[P](C2C=CC=CC=2)(C2C=CC=CC=2)C2C=CC=CC=2)(C2C=CC=CC=2)C2C=CC=CC=2)=CC=1. The product is [N:1]1([CH:5]([C:19]2[CH:23]=[CH:22][S:21][CH:20]=2)[C:6]([NH:8][C:9]2[CH:10]=[C:11]3[C:15](=[CH:16][CH:17]=2)[NH:14][N:13]=[C:12]3[C:35]2[CH:36]=[CH:37][C:32]([O:31][CH:28]3[CH2:27][CH2:26][N:25]([CH3:24])[CH2:30][CH2:29]3)=[CH:33][CH:34]=2)=[O:7])[CH2:4][CH2:3][CH2:2]1. The yield is 0.140. (7) The reactants are [O:1]1[C:5]2([CH2:10][CH2:9][CH:8]([C:11]([C:13]3[S:17][CH:16]=[C:15]([C:18]([O:20][CH3:21])=[O:19])[C:14]=3[CH3:22])=[CH2:12])[CH2:7][CH2:6]2)[O:4][CH2:3][CH2:2]1. The catalyst is C(Cl)Cl. The product is [O:4]1[C:5]2([CH2:10][CH2:9][CH:8]([C@H:11]([C:13]3[S:17][CH:16]=[C:15]([C:18]([O:20][CH3:21])=[O:19])[C:14]=3[CH3:22])[CH3:12])[CH2:7][CH2:6]2)[O:1][CH2:2][CH2:3]1. The yield is 1.00. (8) The reactants are [Cl:1][C:2]1[CH:7]=[CH:6][C:5]([C:8]2[C:12]3[CH2:13][N:14]([C:17](=[O:19])[CH3:18])[CH2:15][CH2:16][C:11]=3[N:10]([CH2:20][CH:21]3[CH2:23][O:22]3)[N:9]=2)=[CH:4][CH:3]=1.[O:24]1[C:28]2([CH2:33][CH2:32][NH:31][CH2:30][CH2:29]2)[O:27][CH2:26][CH2:25]1.C(S([O-])(=O)=O)(F)(F)F.C(S([O-])(=O)=O)(F)(F)F.C(S([O-])(=O)=O)(F)(F)F.[Yb+3].O. The catalyst is C(Cl)Cl. The product is [Cl:1][C:2]1[CH:7]=[CH:6][C:5]([C:8]2[C:12]3[CH2:13][N:14]([C:17](=[O:19])[CH3:18])[CH2:15][CH2:16][C:11]=3[N:10]([CH2:20][CH:21]([OH:22])[CH2:23][N:31]3[CH2:32][CH2:33][C:28]4([O:27][CH2:26][CH2:25][O:24]4)[CH2:29][CH2:30]3)[N:9]=2)=[CH:4][CH:3]=1. The yield is 0.810. (9) The reactants are [Cl:1][C:2]1[C:3]([O:12][C:13]2[CH:18]=[C:17]([O:19][CH2:20][CH2:21][N:22]3[CH2:26][CH2:25][CH2:24][C:23]3=[O:27])[CH:16]=[CH:15][C:14]=2[CH2:28][CH2:29][C:30](O)=[O:31])=[N:4][CH:5]=[C:6]([C:8]([F:11])([F:10])[F:9])[CH:7]=1.[CH2:33]([S:38]([NH2:41])(=[O:40])=[O:39])[CH2:34][CH2:35][CH2:36][CH3:37].N12CCCN=C1CCCCC2.[Cl-].[NH4+]. The catalyst is O1CCCC1.C(OCC)(=O)C. The product is [Cl:1][C:2]1[C:3]([O:12][C:13]2[CH:18]=[C:17]([O:19][CH2:20][CH2:21][N:22]3[CH2:26][CH2:25][CH2:24][C:23]3=[O:27])[CH:16]=[CH:15][C:14]=2[CH2:28][CH2:29][C:30]([NH:41][S:38]([CH2:33][CH2:34][CH2:35][CH2:36][CH3:37])(=[O:40])=[O:39])=[O:31])=[N:4][CH:5]=[C:6]([C:8]([F:11])([F:10])[F:9])[CH:7]=1. The yield is 0.740. (10) The reactants are [CH2:1]([O:3][C:4]([C:6]1[C:11](=[O:12])[N:10]([CH2:13][C:14]2[CH:19]=[CH:18][CH:17]=[CH:16][CH:15]=2)[C:9]([CH:20]([NH:24]C(OC(C)(C)C)=O)[CH:21]([CH3:23])[CH3:22])=[N:8][CH:7]=1)=[O:5])[CH3:2].Cl.O1CCOCC1.[C:39]([O:43][C:44](=[O:50])[NH:45][CH2:46][CH2:47][CH:48]=O)([CH3:42])([CH3:41])[CH3:40].C(O[BH-](OC(=O)C)OC(=O)C)(=O)C.[Na+].C(=O)(O)[O-].[Na+]. The catalyst is C(Cl)Cl. The product is [CH2:1]([O:3][C:4]([C:6]1[C:11](=[O:12])[N:10]([CH2:13][C:14]2[CH:19]=[CH:18][CH:17]=[CH:16][CH:15]=2)[C:9]([CH:20]([NH:24][CH2:48][CH2:47][CH2:46][NH:45][C:44]([O:43][C:39]([CH3:42])([CH3:41])[CH3:40])=[O:50])[CH:21]([CH3:23])[CH3:22])=[N:8][CH:7]=1)=[O:5])[CH3:2]. The yield is 0.320.